Dataset: Reaction yield outcomes from USPTO patents with 853,638 reactions. Task: Predict the reaction yield, written as a fraction of the theoretical maximum amount of product (1.0 means a 100% yield; for example, 0.34 means a 34% yield). (1) The reactants are [CH:1]12[CH2:13][CH2:12][CH:8]([CH2:9][NH:10][CH2:11]1)[C:7]1[C:2]2=[CH:3][C:4]([NH:14][C:15]2[N:20]=[C:19]([NH:21][C:22]3[CH:31]=[CH:30][CH:29]=[CH:28][C:23]=3[C:24]([NH:26][CH3:27])=[O:25])[C:18]([Cl:32])=[CH:17][N:16]=2)=[CH:5][CH:6]=1.C(=O)([O-])[O-].[Cs+].[Cs+].[CH2:39](Br)[C:40]#[CH:41]. The catalyst is CC(C)=O. The product is [Cl:32][C:18]1[C:19]([NH:21][C:22]2[CH:31]=[CH:30][CH:29]=[CH:28][C:23]=2[C:24]([NH:26][CH3:27])=[O:25])=[N:20][C:15]([NH:14][C:4]2[CH:3]=[C:2]3[C:7](=[CH:6][CH:5]=2)[CH:8]2[CH2:12][CH2:13][CH:1]3[CH2:11][N:10]([CH2:41][C:40]#[CH:39])[CH2:9]2)=[N:16][CH:17]=1. The yield is 0.920. (2) The reactants are [F:1][C:2]([F:18])([F:17])[C:3]1[CH:4]=[C:5]([N:9]2[CH2:15][CH2:14][C:13](=[O:16])[NH:12][CH2:11][CH2:10]2)[CH:6]=[CH:7][CH:8]=1.[CH3:19][O:20][C:21](=[O:28])[CH:22](Br)[CH2:23][CH2:24][CH2:25][Br:26]. No catalyst specified. The product is [CH3:19][O:20][C:21](=[O:28])[CH:22]([N:12]1[C:13](=[O:16])[CH2:14][CH2:15][N:9]([C:5]2[CH:6]=[CH:7][CH:8]=[C:3]([C:2]([F:1])([F:17])[F:18])[CH:4]=2)[CH2:10][CH2:11]1)[CH2:23][CH2:24][CH2:25][Br:26]. The yield is 0.970. (3) No catalyst specified. The yield is 0.540. The reactants are [NH2:1][C:2]1[C:11]2[C:6](=[C:7](Br)[CH:8]=[CH:9][CH:10]=2)[N:5]=[N:4][C:3]=1[C:13]([NH:15][CH2:16][CH3:17])=[O:14].[CH3:18][O:19][C:20]1[CH:25]=[CH:24][C:23]([O:26][CH3:27])=[CH:22][C:21]=1B(O)O. The product is [NH2:1][C:2]1[C:11]2[C:6](=[C:7]([C:24]3[CH:25]=[C:20]([O:19][CH3:18])[CH:21]=[CH:22][C:23]=3[O:26][CH3:27])[CH:8]=[CH:9][CH:10]=2)[N:5]=[N:4][C:3]=1[C:13]([NH:15][CH2:16][CH3:17])=[O:14].